Dataset: Reaction yield outcomes from USPTO patents with 853,638 reactions. Task: Predict the reaction yield, written as a fraction of the theoretical maximum amount of product (1.0 means a 100% yield; for example, 0.34 means a 34% yield). (1) The reactants are Br[C:2]1[CH:7]=[CH:6][C:5]([Br:8])=[CH:4][N:3]=1.[CH3:9][S:10]([C:13]1[CH:20]=[CH:19][C:16]([CH2:17][OH:18])=[CH:15][CH:14]=1)(=[O:12])=[O:11].CC(C)([O-])C.[K+].[Cl-].[NH4+]. The catalyst is O1CCCC1. The product is [Br:8][C:5]1[CH:6]=[CH:7][C:2]([O:18][CH2:17][C:16]2[CH:15]=[CH:14][C:13]([S:10]([CH3:9])(=[O:12])=[O:11])=[CH:20][CH:19]=2)=[N:3][CH:4]=1. The yield is 0.310. (2) The reactants are [F:1][C:2]1[CH:7]=[C:6](B2OC(C)(C)C(C)(C)O2)[CH:5]=[C:4]([F:17])[C:3]=1[C:18]1[N:23]=[C:22]([C:24]([O:26][CH3:27])=[O:25])[CH:21]=[CH:20][C:19]=1[F:28].Br.Br[C:31]1[CH:36]=[CH:35][N:34]=[N:33][CH:32]=1. The catalyst is COCCOC.CCOC(C)=O.C1C=CC(P(C2C=CC=CC=2)[C-]2C=CC=C2)=CC=1.C1C=CC(P(C2C=CC=CC=2)[C-]2C=CC=C2)=CC=1.Cl[Pd]Cl.[Fe+2]. The product is [F:17][C:4]1[CH:5]=[C:6]([C:31]2[CH:36]=[CH:35][N:34]=[N:33][CH:32]=2)[CH:7]=[C:2]([F:1])[C:3]=1[C:18]1[N:23]=[C:22]([C:24]([O:26][CH3:27])=[O:25])[CH:21]=[CH:20][C:19]=1[F:28]. The yield is 1.00. (3) The reactants are [C:1]([C:4]1[CH:31]=[CH:30][C:7]([C:8]([NH:10][C:11]2[C:16]([CH3:17])=[CH:15][C:14]([C:18]([F:27])([C:23]([F:26])([F:25])[F:24])[C:19]([F:22])([F:21])[F:20])=[CH:13][C:12]=2[CH2:28][CH3:29])=[O:9])=[CH:6][CH:5]=1)(=O)[CH3:2].C([O-])(=O)C.[Na+].Cl.[NH2:38][OH:39]. The catalyst is C(O)C.O. The product is [CH2:28]([C:12]1[CH:13]=[C:14]([C:18]([F:27])([C:19]([F:22])([F:20])[F:21])[C:23]([F:25])([F:24])[F:26])[CH:15]=[C:16]([CH3:17])[C:11]=1[NH:10][C:8](=[O:9])[C:7]1[CH:6]=[CH:5][C:4]([C:1](=[N:38][OH:39])[CH3:2])=[CH:31][CH:30]=1)[CH3:29]. The yield is 0.960.